From a dataset of Full USPTO retrosynthesis dataset with 1.9M reactions from patents (1976-2016). Predict the reactants needed to synthesize the given product. (1) Given the product [F:1][C:2]1[CH:10]=[C:9]2[C:5]([CH:6]=[CH:7][NH:8]2)=[CH:4][C:3]=1[CH2:11][NH2:12], predict the reactants needed to synthesize it. The reactants are: [F:1][C:2]1[CH:10]=[C:9]2[C:5]([CH:6]=[CH:7][NH:8]2)=[CH:4][C:3]=1[CH:11]=[N:12]O. (2) Given the product [CH3:44][O:45][C:46](=[O:55])[CH2:47][C:48]1[CH:53]=[CH:52][C:51]([C:28]2[CH:29]=[CH:30][C:25]([C:22]([C:19]3[CH:20]=[CH:21][C:16]([CH2:15][CH2:14][CH:9]([O:8][Si:5]([C:1]([CH3:4])([CH3:3])[CH3:2])([CH3:6])[CH3:7])[C:10]([CH3:13])([CH3:12])[CH3:11])=[C:17]([CH3:43])[CH:18]=3)([CH2:23][CH3:24])[CH2:41][CH3:42])=[CH:26][C:27]=2[CH3:40])=[CH:50][CH:49]=1, predict the reactants needed to synthesize it. The reactants are: [C:1]([Si:5]([O:8][CH:9]([CH2:14][CH2:15][C:16]1[CH:21]=[CH:20][C:19]([C:22]([CH2:41][CH3:42])([C:25]2[CH:30]=[CH:29][C:28](B3OC(C)(C)C(C)(C)O3)=[C:27]([CH3:40])[CH:26]=2)[CH2:23][CH3:24])=[CH:18][C:17]=1[CH3:43])[C:10]([CH3:13])([CH3:12])[CH3:11])([CH3:7])[CH3:6])([CH3:4])([CH3:3])[CH3:2].[CH3:44][O:45][C:46](=[O:55])[CH2:47][C:48]1[CH:53]=[CH:52][C:51](Br)=[CH:50][CH:49]=1.P([O-])([O-])([O-])=O.[K+].[K+].[K+]. (3) Given the product [F:8][C:7]1[C:2](=[O:23])[NH:3][CH:4]=[CH:5][C:6]=1[C:9]1[CH:14]=[CH:13][N:12]=[C:11]([NH:15][CH:16]2[CH2:21][CH2:20][O:19][CH2:18][CH2:17]2)[N:10]=1, predict the reactants needed to synthesize it. The reactants are: Cl[C:2]1[C:7]([F:8])=[C:6]([C:9]2[CH:14]=[CH:13][N:12]=[C:11]([NH:15][CH:16]3[CH2:21][CH2:20][O:19][CH2:18][CH2:17]3)[N:10]=2)[CH:5]=[CH:4][N:3]=1.Cl.[OH2:23]. (4) Given the product [C:10]([N:13]1[C:22]2[C:17](=[CH:18][C:19]([C:23]([NH:25][CH3:26])=[O:24])=[CH:20][CH:21]=2)[CH:16]([NH:27][C:2]2[CH:7]=[CH:6][CH:5]=[C:4]([O:8][CH3:9])[N:3]=2)[CH:15]([CH3:28])[CH:14]1[CH:29]1[CH2:30][CH2:31]1)(=[O:12])[CH3:11], predict the reactants needed to synthesize it. The reactants are: Br[C:2]1[CH:7]=[CH:6][CH:5]=[C:4]([O:8][CH3:9])[N:3]=1.[C:10]([N:13]1[C:22]2[C:17](=[CH:18][C:19]([C:23]([NH:25][CH3:26])=[O:24])=[CH:20][CH:21]=2)[CH:16]([NH2:27])[CH:15]([CH3:28])[CH:14]1[CH:29]1[CH2:31][CH2:30]1)(=[O:12])[CH3:11].CC(C)([O-])C.[Na+].CN(C1C(C2C(P(C3CCCCC3)C3CCCCC3)=CC=CC=2)=CC=CC=1)C.